This data is from Full USPTO retrosynthesis dataset with 1.9M reactions from patents (1976-2016). The task is: Predict the reactants needed to synthesize the given product. Given the product [Cl:1][C:2]1[CH:3]=[CH:4][C:5]([NH:18][C:19]([C:21]2[CH:22]=[N:23][C:24]([C:28]3[CH:33]=[CH:32][CH:31]=[CH:30][CH:29]=3)=[CH:25][CH:26]=2)=[O:20])=[C:6]([CH:17]=1)[C:7]([NH:9][C:10]1[CH:15]=[CH:14][C:13]([Cl:16])=[CH:12][N:11]=1)=[O:8], predict the reactants needed to synthesize it. The reactants are: [Cl:1][C:2]1[CH:3]=[CH:4][C:5]([NH:18][C:19]([C:21]2[CH:22]=[N:23][C:24](Cl)=[CH:25][CH:26]=2)=[O:20])=[C:6]([CH:17]=1)[C:7]([NH:9][C:10]1[CH:15]=[CH:14][C:13]([Cl:16])=[CH:12][N:11]=1)=[O:8].[C:28]1(B(O)O)[CH:33]=[CH:32][CH:31]=[CH:30][CH:29]=1.P([O-])([O-])([O-])=O.[K+].[K+].[K+].